This data is from Forward reaction prediction with 1.9M reactions from USPTO patents (1976-2016). The task is: Predict the product of the given reaction. (1) Given the reactants [CH2:1]([O:8][C:9]([N:11]1[CH2:16][CH2:15][N:14]([C:17](SC)=[N:18][C:19]2[CH:24]=[CH:23][CH:22]=[CH:21][CH:20]=2)[CH2:13][CH2:12]1)=[O:10])[C:2]1[CH:7]=[CH:6][CH:5]=[CH:4][CH:3]=1.Cl.Cl.Cl.[C:30]1([N:36]2C=CN=C2N2CCN([C@@H]3CN[C@H](C(N4CCSC4)=O)C3)CC2)C=CC=[CH:32][CH:31]=1.C(N)C#C.O.C1(C)C=CC(S(O)(=O)=O)=CC=1, predict the reaction product. The product is: [CH2:1]([O:8][C:9]([N:11]1[CH2:16][CH2:15][N:14]([C:17]2[N:18]([C:19]3[CH:24]=[CH:23][CH:22]=[CH:21][CH:20]=3)[C:31]([CH3:32])=[CH:30][N:36]=2)[CH2:13][CH2:12]1)=[O:10])[C:2]1[CH:7]=[CH:6][CH:5]=[CH:4][CH:3]=1. (2) Given the reactants [CH2:1]([O:13][C:14]1[C:23]2[C:18](=[CH:19][CH:20]=[CH:21][CH:22]=2)[C:17]([CH:24]=O)=[CH:16][CH:15]=1)[CH2:2][CH2:3][CH2:4][CH2:5][CH2:6][CH2:7][CH2:8][CH2:9][CH2:10][CH2:11][CH3:12].[F:26][C:27]([F:37])([F:36])[C:28]1[CH:35]=[CH:34][C:31]([CH2:32][NH2:33])=[CH:30][CH:29]=1, predict the reaction product. The product is: [CH2:1]([O:13][C:14]1[C:23]2[C:18](=[CH:19][CH:20]=[CH:21][CH:22]=2)[C:17]([CH2:24][NH:33][CH2:32][C:31]2[CH:30]=[CH:29][C:28]([C:27]([F:26])([F:36])[F:37])=[CH:35][CH:34]=2)=[CH:16][CH:15]=1)[CH2:2][CH2:3][CH2:4][CH2:5][CH2:6][CH2:7][CH2:8][CH2:9][CH2:10][CH2:11][CH3:12]. (3) The product is: [Cl:3][C:4]1[CH:5]=[C:6]([C:14]2[O:18][N:17]=[C:16]([C:19]3[CH:20]=[C:21]4[C:25](=[CH:26][CH:27]=3)[NH:24][C:23]([CH2:28][CH2:29][C:30]([O-:32])=[O:31])=[CH:22]4)[N:15]=2)[CH:7]=[CH:8][C:9]=1[O:10][CH:11]([CH3:13])[CH3:12].[Na+:2]. Given the reactants [OH-].[Na+:2].[Cl:3][C:4]1[CH:5]=[C:6]([C:14]2[O:18][N:17]=[C:16]([C:19]3[CH:20]=[C:21]4[C:25](=[CH:26][CH:27]=3)[NH:24][C:23]([CH2:28][CH2:29][C:30]([O:32]CC)=[O:31])=[CH:22]4)[N:15]=2)[CH:7]=[CH:8][C:9]=1[O:10][CH:11]([CH3:13])[CH3:12], predict the reaction product. (4) Given the reactants [NH:1]1[CH2:6][CH2:5][CH:4]([NH:7][C:8](=[O:14])[O:9][C:10]([CH3:13])([CH3:12])[CH3:11])[CH2:3][CH2:2]1.ClCCl.Cl[C:19](=[O:27])[CH2:20][CH2:21][C:22]([O:24][CH2:25][CH3:26])=[O:23], predict the reaction product. The product is: [C:10]([O:9][C:8]([NH:7][CH:4]1[CH2:3][CH2:2][N:1]([C:19](=[O:27])[CH2:20][CH2:21][C:22]([O:24][CH2:25][CH3:26])=[O:23])[CH2:6][CH2:5]1)=[O:14])([CH3:11])([CH3:13])[CH3:12].